Dataset: Experimentally validated miRNA-target interactions with 360,000+ pairs, plus equal number of negative samples. Task: Binary Classification. Given a miRNA mature sequence and a target amino acid sequence, predict their likelihood of interaction. (1) The miRNA is hsa-miR-3939 with sequence UACGCGCAGACCACAGGAUGUC. The protein sequence of the target gene is MNAQLTMEAIGELHGVSHEPVPAPADLLGGSPHARSSVGHRGSHLPPAHPRSMGMASLLDGGSGGSDYHHHHRAPEHSLAGPLHPTMTMACETPPGMSMPTTYTTLTPLQPLPPISTVSDKFPHHHHHHHHHHHPHHHQRLAGNVSGSFTLMRDERGLASMNNLYTPYHKDVAGMGQSLSPLSGSGLGSIHNSQQGLPHYAHPGAAMPTDKMLTPNGFEAHHPAMLGRHGEQHLTPTSAGMVPINGLPPHHPHAHLNAQGHGQLLGTAREPNPSVTGAQVSNGSNSGQMEEINTKEVAQR.... Result: 0 (no interaction). (2) The miRNA is bmo-miR-281-3p with sequence ACUGUCAUGGAGUUGCUCUCUU. The protein sequence of the target gene is MEEMEEELKCPVCGSFYREPIILPCSHNLCQACARNILVQTPESESPQSRRASGSGVSDYDYLDLDKMSLYSEADSGYGSYGGFASAPTTPCQKSPNGVRVFPPAMPPPPTHLSPALAPVPRNSCITCPQCHRSLILDDRGLRGFPKNRVLEGVIDRYQQSKAAALKCQLCEKAPKEATVMCEQCDVFYCDPCRLRCHPPRGPLAKHRLVPPAQGRVSRRLSPRKVSTCTDHELENHSMYCVQCKMPVCYQCLEEGKHSSHEVKALGAMWKLHKSQLSQALNGLSDRAKEAKEFLVQLRT.... Result: 0 (no interaction). (3) The miRNA is hsa-miR-6847-5p with sequence ACAGAGGACAGUGGAGUGUGAGC. The protein sequence of the target gene is MLGSSVKSVQPEVELSGGSGSGGDEGADESRGASRKAAAADGRGMLPKRAKAAGGSGSMAKASAAELKVFKSGSVDSRVPGGLPTSNLRKQKSLTNLSFLTDSEKKLQLYEPEWSDDMAKAPKGLGKLGPKGRETPLMSKTLSKSEHSLFQPKGGSTGGAKTPLAPLAPSLGKPSRIPRGPYAEVKPLSKAPEAAVSDDGKSDDELLSSKAKAQKGSGTVPSAKGQEERAFLKVDPELVVTVLGDLEQLLFSQMLDPESQRKRTVQNVLDLRQNLEETMSSLRGSQVTHSSLEMPCYDSD.... Result: 0 (no interaction). (4) The miRNA is cel-miR-271 with sequence UCGCCGGGUGGAAAGCAUUC. The protein sequence of the target gene is MSSAIERKSLDPSEEPVDEVLQIPPSLLTCGGCQQNIGDRYFLKAIDQYWHEDCLSCDLCGCRLGEVGRRLYYKLGRKLCRRDYLRLFGQDGLCASCDKRIRAYEMTMRVKDKVYHLECFKCAACQKHFCVGDRYLLINSDIVCEQDIYEWTKINGII. Result: 0 (no interaction). (5) The miRNA is hsa-miR-106b-5p with sequence UAAAGUGCUGACAGUGCAGAU. The protein sequence of the target gene is MDIKNSPSSLNSPSSYNCSQSILPLEHGSIYIPSSYVDSHHEYPAMTFYSPAVMNYSIPSNVTNLEGGPGRQTTSPNVLWPTPGHLSPLVVHRQLSHLYAEPQKSPWCEARSLEHTLPVNRETLKRKVSGNRCASPVTGPGSKRDAHFCAVCSDYASGYHYGVWSCEGCKAFFKRSIQGHNDYICPATNQCTIDKNRRKSCQACRLRKCYEVGMVKCGSRRERCGYRLVRRQRSADEQLHCAGKAKRSGGHAPRVRELLLDALSPEQLVLTLLEAEPPHVLISRPSAPFTEASMMMSLTK.... Result: 1 (interaction). (6) The miRNA is hsa-miR-29c-3p with sequence UAGCACCAUUUGAAAUCGGUUA. The protein sequence of the target gene is MAVPAAAMGPSALGQSGPGSMAPWCSVSSGPSRYVLGMQELFRGHSKTREFLAHSAKVHSVAWSCDGRRLASGSFDKTASVFLLEKDRLVKENNYRGHGDSVDQLCWHPSNPDLFVTASGDKTIRIWDVRTTKCIATVNTKGENINICWSPDGQTIAVGNKDDVVTFIDAKTHRSKAEEQFKFEVNEISWNNDNNMFFLTNGNGCINILSYPELKPVQSINAHPSNCICIKFDPMGKYFATGSADALVSLWDVDELVCVRCFSRLDWPVRTLSFSHDGKMLASASEDHFIDIAEVETGDK.... Result: 0 (no interaction).